Dataset: Reaction yield outcomes from USPTO patents with 853,638 reactions. Task: Predict the reaction yield, written as a fraction of the theoretical maximum amount of product (1.0 means a 100% yield; for example, 0.34 means a 34% yield). (1) The catalyst is C([O-])([O-])=O.[Cs+].[Cs+].O. The reactants are [CH:1]([O:3][CH2:4][CH:5]1[CH2:10][CH2:9][CH:8]([CH2:11][OH:12])[CH2:7][CH2:6]1)=[CH2:2].[C:13](#N)C.[Cl:16][C:17]([F:21])=[C:18]([F:20])[F:19]. The product is [Cl:16][C:17]([F:21])([CH3:13])[C:18]([F:20])([F:19])[O:12][CH2:11][CH:8]1[CH2:9][CH2:10][CH:5]([CH2:4][O:3][CH:1]=[CH2:2])[CH2:6][CH2:7]1. The yield is 0.580. (2) The reactants are [N:1]1[C:10]2[C:5](=[CH:6][CH:7]=[CH:8][CH:9]=2)[C:4]([CH:11]=O)=[CH:3][CH:2]=1.[N:13]1[CH:18]=[CH:17][C:16]([CH:19]=O)=[CH:15][CH:14]=1.[CH3:21][C:22](=[O:27])[CH2:23][C:24](=O)[CH3:25].[NH3:28]. The catalyst is CCO. The product is [C:22]([C:23]1[C:24]([CH3:25])=[C:11]([C:4]2[C:5]3[C:10](=[CH:9][CH:8]=[CH:7][CH:6]=3)[N:1]=[CH:2][CH:3]=2)[NH:28][C:19]=1[C:16]1[CH:15]=[CH:14][N:13]=[CH:18][CH:17]=1)(=[O:27])[CH3:21]. The yield is 0.170. (3) The reactants are [CH3:1][O:2][C:3]1[CH:23]=[CH:22][C:6]([CH2:7][NH:8][S:9]([C:12]2[CH:21]=[CH:20][C:15]([C:16]([O:18][CH3:19])=[O:17])=[CH:14][CH:13]=2)(=[O:11])=[O:10])=[CH:5][CH:4]=1.C(=O)([O-])[O-].[Cs+].[Cs+].[F:30][C:31]1[CH:38]=[CH:37][C:34]([CH2:35]Br)=[CH:33][CH:32]=1. The catalyst is CC(C)=O. The product is [F:30][C:31]1[CH:38]=[CH:37][C:34]([CH2:35][N:8]([CH2:7][C:6]2[CH:22]=[CH:23][C:3]([O:2][CH3:1])=[CH:4][CH:5]=2)[S:9]([C:12]2[CH:13]=[CH:14][C:15]([C:16]([O:18][CH3:19])=[O:17])=[CH:20][CH:21]=2)(=[O:11])=[O:10])=[CH:33][CH:32]=1. The yield is 0.650.